Dataset: Catalyst prediction with 721,799 reactions and 888 catalyst types from USPTO. Task: Predict which catalyst facilitates the given reaction. (1) Reactant: [CH2:1]([O:8][C:9]([NH:11][C:12]1[C:17](=[O:18])[N:16]2[C@H:19]([C:22]([O:24]C(C)(C)C)=[O:23])[CH2:20][CH2:21][C:15]2=[N:14][CH:13]=1)=[O:10])[C:2]1[CH:7]=[CH:6][CH:5]=[CH:4][CH:3]=1.C(Cl)Cl.C(O)(C(F)(F)F)=O. Product: [CH2:1]([O:8][C:9]([NH:11][C:12]1[C:17](=[O:18])[N:16]2[C@H:19]([C:22]([OH:24])=[O:23])[CH2:20][CH2:21][C:15]2=[N:14][CH:13]=1)=[O:10])[C:2]1[CH:3]=[CH:4][CH:5]=[CH:6][CH:7]=1. The catalyst class is: 6. (2) Reactant: [N:1]1[CH:6]=[CH:5][C:4]([C:7]2[CH:8]=[C:9]([C:14]3[CH:19]=[CH:18][CH:17]=[CH:16][CH:15]=3)[CH:10]=[CH:11][C:12]=2[OH:13])=[CH:3][N:2]=1.[Cl:20][C:21]1[CH:22]=[C:23]([S:28]([N:31](CC2C=CC(OC)=CC=2OC)[C:32]2[S:33][CH:34]=[N:35][N:36]=2)(=[O:30])=[O:29])[CH:24]=[CH:25][C:26]=1F.C(=O)([O-])[O-].[K+].[K+]. Product: [Cl:20][C:21]1[CH:22]=[C:23]([S:28]([NH:31][C:32]2[S:33][CH:34]=[N:35][N:36]=2)(=[O:29])=[O:30])[CH:24]=[CH:25][C:26]=1[O:13][C:12]1[CH:11]=[CH:10][C:9]([C:14]2[CH:19]=[CH:18][CH:17]=[CH:16][CH:15]=2)=[CH:8][C:7]=1[C:4]1[CH:5]=[CH:6][N:1]=[N:2][CH:3]=1. The catalyst class is: 16. (3) Reactant: FC(F)(F)S(O[C:7]1[C:11]2[C:12]([O:16][CH3:17])=[N:13][CH:14]=[CH:15][C:10]=2[N:9]([C:18]([CH3:21])([CH3:20])[CH3:19])[N:8]=1)(=O)=O.O.[CH3:25][N:26](C)C=O. Product: [C:18]([N:9]1[C:10]2[CH:15]=[CH:14][N:13]=[C:12]([O:16][CH3:17])[C:11]=2[C:7]([C:25]#[N:26])=[N:8]1)([CH3:21])([CH3:20])[CH3:19]. The catalyst class is: 267. (4) Reactant: Cl[C:2]1[C:7]([N+:8]([O-:10])=[O:9])=[CH:6][CH:5]=[C:4]([Cl:11])[N:3]=1.CCN(C(C)C)C(C)C.[CH:21]([O:24][C:25]1[NH:29][N:28]=[C:27]([NH2:30])[CH:26]=1)([CH3:23])[CH3:22]. Product: [Cl:11][C:4]1[N:3]=[C:2]([NH:30][C:27]2[CH:26]=[C:25]([O:24][CH:21]([CH3:23])[CH3:22])[NH:29][N:28]=2)[C:7]([N+:8]([O-:10])=[O:9])=[CH:6][CH:5]=1. The catalyst class is: 1. (5) Product: [CH2:6]([S:8][C:9]1[N:13]2[C:14]([Sn:23]([CH2:24][CH2:25][CH2:26][CH3:27])([CH2:28][CH2:29][CH2:30][CH3:31])[CH2:19][CH2:20][CH2:21][CH3:22])=[CH:15][CH:16]=[CH:17][C:12]2=[CH:11][N:10]=1)[CH3:7]. Reactant: C([Li])CCC.[CH2:6]([S:8][C:9]1[N:13]2[C:14](C)=[CH:15][CH:16]=[CH:17][C:12]2=[CH:11][N:10]=1)[CH3:7].[CH2:19]([Sn:23](Cl)([CH2:28][CH2:29][CH2:30][CH3:31])[CH2:24][CH2:25][CH2:26][CH3:27])[CH2:20][CH2:21][CH3:22]. The catalyst class is: 1. (6) Reactant: [CH2:1]([O:3][C:4]1[CH:12]=[CH:11][C:10]([F:13])=[CH:9][C:5]=1C(O)=O)[CH3:2].C([N:16]([CH2:19]C)CC)C.[C:21]([O:25][C:26]([N:28]1[CH2:33][CH2:32][N:31]([C:34]2[CH:39]=[CH:38][C:37]([NH2:40])=[CH:36][CH:35]=2)[CH2:30][CH2:29]1)=[O:27])([CH3:24])([CH3:23])[CH3:22].[O:41]1CCCC1. Product: [C:21]([O:25][C:26]([N:28]1[CH2:33][CH2:32][N:31]([C:34]2[CH:35]=[CH:36][C:37]([NH:40][C:19]([NH:16][C:5]3[CH:9]=[C:10]([F:13])[CH:11]=[CH:12][C:4]=3[O:3][CH2:1][CH3:2])=[O:41])=[CH:38][CH:39]=2)[CH2:30][CH2:29]1)=[O:27])([CH3:24])([CH3:22])[CH3:23]. The catalyst class is: 13. (7) Reactant: [Cl:1][C:2]1[C:11]2[C:6](=[CH:7][C:8]([O:15][CH2:16][CH3:17])=[C:9]([O:12][CH2:13][CH3:14])[CH:10]=2)[N:5]=[CH:4][N:3]=1.[CH3:18][C:19]([C:21]1[CH:26]=[CH:25][CH:24]=[C:23]([NH2:27])[CH:22]=1)=[O:20]. Product: [ClH:1].[CH2:13]([O:12][C:9]1[CH:10]=[C:11]2[C:6](=[CH:7][C:8]=1[O:15][CH2:16][CH3:17])[N:5]=[CH:4][N:3]=[C:2]2[NH:27][C:23]1[CH:22]=[C:21]([C:19](=[O:20])[CH3:18])[CH:26]=[CH:25][CH:24]=1)[CH3:14]. The catalyst class is: 41.